Dataset: Full USPTO retrosynthesis dataset with 1.9M reactions from patents (1976-2016). Task: Predict the reactants needed to synthesize the given product. (1) Given the product [C:57]([N:60]1[CH2:65][CH2:64][N:63]([CH2:66][CH2:67][CH2:68][O:34][C:31]2[CH:32]=[C:33]3[C:28](=[CH:29][C:30]=2[O:35][CH3:36])[N:27]=[CH:26][N:25]=[C:24]3[O:23][C:22]2[C:14]([F:13])=[C:15]3[C:19](=[CH:20][CH:21]=2)[NH:18][C:17]([CH3:37])=[CH:16]3)[CH2:62][CH2:61]1)(=[O:59])[CH3:58], predict the reactants needed to synthesize it. The reactants are: N(C(OCC)=O)=NC(OCC)=O.[F:13][C:14]1[C:22]([O:23][C:24]2[C:33]3[C:28](=[CH:29][C:30]([O:35][CH3:36])=[C:31]([OH:34])[CH:32]=3)[N:27]=[CH:26][N:25]=2)=[CH:21][CH:20]=[C:19]2[C:15]=1[CH:16]=[C:17]([CH3:37])[NH:18]2.C1(P(C2C=CC=CC=2)C2C=CC=CC=2)C=CC=CC=1.[C:57]([N:60]1[CH2:65][CH2:64][N:63]([CH2:66][CH2:67][CH2:68]O)[CH2:62][CH2:61]1)(=[O:59])[CH3:58]. (2) Given the product [Br:1][CH2:22][CH2:23][CH2:24][CH2:25][CH2:26][CH:27]1[CH2:32][CH2:31][N:30]([C:33]([O:35][CH2:36][C:37]2[CH:42]=[CH:41][CH:40]=[CH:39][CH:38]=2)=[O:34])[CH2:29][CH2:28]1, predict the reactants needed to synthesize it. The reactants are: [Br:1]CCCC1CCCCN1C(OCC1C=CC=CC=1)=O.O[CH2:22][CH2:23][CH2:24][CH2:25][CH2:26][CH:27]1[CH2:32][CH2:31][N:30]([C:33]([O:35][CH2:36][C:37]2[CH:42]=[CH:41][CH:40]=[CH:39][CH:38]=2)=[O:34])[CH2:29][CH2:28]1. (3) Given the product [F:22][C:19]([F:20])([F:21])[C:16]1[CH:17]=[CH:18][C:13]([N:12]2[C:8]([CH2:7][OH:6])=[N:9][N:10]=[N:11]2)=[N:14][CH:15]=1, predict the reactants needed to synthesize it. The reactants are: [OH-].[Li+].C([O:6][CH2:7][C:8]1[N:12]([C:13]2[CH:18]=[CH:17][C:16]([C:19]([F:22])([F:21])[F:20])=[CH:15][N:14]=2)[N:11]=[N:10][N:9]=1)(=O)C.